Dataset: Catalyst prediction with 721,799 reactions and 888 catalyst types from USPTO. Task: Predict which catalyst facilitates the given reaction. (1) Reactant: [F:1][C:2]1[CH:29]=[CH:28][C:5]([CH2:6][N:7]2[C:11]3=[N:12][CH:13]=[C:14]([S:16]([CH3:19])(=[O:18])=[O:17])[CH:15]=[C:10]3[CH:9]=[C:8]2[C:20]2[C:25]([F:26])=[C:24](Cl)[N:23]=[CH:22][N:21]=2)=[CH:4][CH:3]=1.C(O)C. Product: [F:1][C:2]1[CH:3]=[CH:4][C:5]([CH2:6][N:7]2[C:11]3=[N:12][CH:13]=[C:14]([S:16]([CH3:19])(=[O:17])=[O:18])[CH:15]=[C:10]3[CH:9]=[C:8]2[C:20]2[C:25]([F:26])=[CH:24][N:23]=[CH:22][N:21]=2)=[CH:28][CH:29]=1. The catalyst class is: 153. (2) Reactant: P([CH2:5][C:6]([O:8][CH2:9][CH3:10])=[O:7])(O)(O)=O.[H-].[Na+].[CH3:13][O:14][C:15]1[CH:22]=[CH:21][C:18]([CH:19]=O)=[CH:17][CH:16]=1. Product: [CH3:13][O:14][C:15]1[CH:22]=[CH:21][C:18](/[CH:19]=[CH:5]\[C:6]([O:8][CH2:9][CH3:10])=[O:7])=[CH:17][CH:16]=1. The catalyst class is: 7.